From a dataset of Experimentally validated miRNA-target interactions with 360,000+ pairs, plus equal number of negative samples. Binary Classification. Given a miRNA mature sequence and a target amino acid sequence, predict their likelihood of interaction. (1) The miRNA is mmu-miR-483-5p with sequence AAGACGGGAGAAGAGAAGGGAG. The protein sequence of the target gene is MGRRPRGPGSPRGPGPPRPGPGLPPLLLVLALAAHGGCAAPAPRAEDLSLGVEWLSRFGYLPPADPASGQLQTQEELSKAITAMQQFGGLETTGILDEATLALMKTPRCSLPDLPPGAQSRRKRQTPPPTKWSKRNLSWRVRTFPRDSPLGRDTVRALMYYALKVWSDITPLNFHEVAGNAADIQIDFSKADHNDGYPFDGPGGTVAHAFFPGDHHTAGDTHFDDDEPWTFRSSDAHGMDLFAVAVHEFGHAIGLSHVAAPSSIMQPYYQGPVGDPLRYGLPYEDRVRVWQLYGVRESVS.... Result: 0 (no interaction). (2) The miRNA is hsa-miR-449c-5p with sequence UAGGCAGUGUAUUGCUAGCGGCUGU. The protein sequence of the target gene is MDNQCTVQVRLELGHRAQLRKKPTTEGFTHDWMVFVRGPEQCDIQHFVEKVVFWLHDSFPKPRRVCKEPPYKVEESGYAGFIMPIEVHFKNKEEPRKVCFTYDLFLNLEGNPPVNHLRCEKLTFNNPTTEFRYKLLRAGGVMVMPEGADTVSRPSPDYPMLPTIPLSAFSDPKKTKPSHGSKDANKESSKTSKPHKVTKEHRERPRKDSESKSSSKELEREQAKSSKDTSRKLGEGRLPKEEKAPPPKAAFKEPKMALKETKLESTSPKGGPPPPPPPPPRASSKRPATADSPKPSAKKQ.... Result: 1 (interaction). (3) The miRNA is mmu-miR-139-5p with sequence UCUACAGUGCACGUGUCUCCAG. The protein sequence of the target gene is MSEEEAAQIPRSSVWEQDQQNVVQRVVALPLVRATCTAVCDVYSAAKDRHPLLGSACRLAENCVCGLTTRALDHAQPLLEHLQPQLATMNSLACRGLDKLEEKLPFLQQPSETVVTSAKDVVASSVTGVVDLARRGRRWSVELKRSVSHAVDVVLEKSEELVDHFLPMTEEELAALAAEAEGPEVGSVEDQRRQQGYFVRLGSLSARIRHLAYEHSVGKLRQSKHRAQDTLAQLQETLELIDHMQCGVTPTAPACPGKVHELWGEWGQRPPESRRRSQAELETLVLSRSLTQELQGTVEA.... Result: 0 (no interaction). (4) The miRNA is hsa-miR-545-3p with sequence UCAGCAAACAUUUAUUGUGUGC. The protein sequence of the target gene is MARPLCTLLLLMATLAGALASSSKEENRIIPGGIYDADLNDEWVQRALHFAISEYNKATEDEYYRRPLQVLRAREQTFGGVNYFFDVEVGRTICTKSQPNLDTCAFHEQPELQKKQLCSFEIYEVPWEDRMSLVNSRCQEA. Result: 0 (no interaction). (5) The miRNA is hsa-miR-6778-3p with sequence UGCCUCCCUGACAUUCCACAG. The protein sequence of the target gene is MLAPCSGWELGCFRLCLRQVRLWAGAGRWACWACQARPYSSGGSERWPGSETEVPPPGPGRRTLKEWTLQVSPFGRLRARLPCHLAVRPLDPLTYPDGDRVLVAVCGVEGGVRGLDGLQVKYDEDLEEMAIVSDTIHPQASVEVNAPLKFGLDIKSSGSGCVKVQSIEGDNCKIETEHGTSILQSVKGQKLHVQTKGGKVICLGTVYGNIDIHASDKSAVTIDKLQGSSVTVSTEDGLLKAKYLYTESSFLSSAAGDITLGSVHGNITLQSKMGNITVDSSSGCLKASTNQGAIDVYVSQ.... Result: 1 (interaction). (6) The miRNA is hsa-miR-1273h-5p with sequence CUGGGAGGUCAAGGCUGCAGU. The protein sequence of the target gene is MIEDTMTLLSLLGRIMRYFLLRPETLFLLCISLALWSYFFHTDEVKTIVKSSRDAVKMVKGKVAEIMQNDRLGGLDVLEAEFSKTWEFKNHNVAVYSIQGRRDHMEDRFEVLTDLANKTHPSIFGIFDGHGGETAAEYVKSRLPEALKQHLQDYEKDKENSVLSYQTILEQQILSIDREMLEKLTVSYDEAGTTCLIALLSDKDLTVANVGDSRGVLCDKDGNAIPLSHDHKPYQLKERKRIKRAGGFISFNGSWRVQGILAMSRSLGDYPLKNLNVVIPDPDILTFDLDKLQPEFMILA.... Result: 1 (interaction). (7) The miRNA is hsa-miR-4685-3p with sequence UCUCCCUUCCUGCCCUGGCUAG. The protein sequence of the target gene is MEALTLWLLPWICQCVSVRADSIIHIGAIFEENAAKDDRVFQLAVSDLSLNDDILQSEKITYSIKVIEANNPFQAVQEACDLMTQGILALVTSTGCASANALQSLTDAMHIPHLFVQRNPGGSPRTACHLNPSPDGEAYTLASRPPVRLNDVMLRLVTELRWQKFVMFYDSEYDIRGLQSFLDQASRLGLDVSLQKVDKNISHVFTSLFTTMKTEELNRYRDTLRRAILLLSPQGAHSFINEAVETNLASKDSHWVFVNEEISDPEILDLVHSALGRMTVVRQIFPSAKDNQKCTRNNHR.... Result: 1 (interaction). (8) The miRNA is hsa-miR-4711-3p with sequence CGUGUCUUCUGGCUUGAU. The protein sequence of the target gene is MSSRKSKSNSLIHTECLSQVQRILRERFCRQSPHSNLFGVQVQYKHLSELLKRTALHGESNSVLIIGPRGSGKTMLINHALKELMEIEEVSENVLQVHLNGLLQINDKIALKEITRQLNLENVVGDKVFGSFAENLSFLLEALKKGDRTSSCPVIFILDEFDLFAHHKNQTLLYNLFDISQSAQTPIAVIGLTCRLDILELLEKRVKSRFSHRQIHLMNSFGFPQYVKIFKEQLSLPAEFPDKVFAEKWNENVQYLSEDRSVQEVLQKHFNISKNLRSLHMLLMLALNRVTASHPFMTAV.... Result: 1 (interaction).